From a dataset of Forward reaction prediction with 1.9M reactions from USPTO patents (1976-2016). Predict the product of the given reaction. (1) Given the reactants [O:1]1[CH:5]=[CH:4][N:3]=[C:2]1[C:6]([C:8]1[CH:13]=[CH:12][CH:11]=[CH:10][CH:9]=1)=O.[F:14][C:15]1[CH:20]=[C:19]([N+:21]([O-:23])=[O:22])[CH:18]=[CH:17][C:16]=1[N:24]1[CH2:29][CH2:28][NH:27][CH2:26][CH2:25]1.[BH3-]C#N.[Na+].C([O-])(O)=O.[Na+], predict the reaction product. The product is: [F:14][C:15]1[CH:20]=[C:19]([N+:21]([O-:23])=[O:22])[CH:18]=[CH:17][C:16]=1[N:24]1[CH2:29][CH2:28][N:27]([CH:6]([C:2]2[O:1][CH:5]=[CH:4][N:3]=2)[C:8]2[CH:13]=[CH:12][CH:11]=[CH:10][CH:9]=2)[CH2:26][CH2:25]1. (2) Given the reactants [Br:1][C:2]1[CH:7]=[CH:6][C:5]([CH2:8][CH2:9][C:10]([OH:12])=O)=[CH:4][CH:3]=1.[CH:13]([NH:16][NH:17][C:18](=[O:25])[C:19]1[CH:24]=[CH:23][CH:22]=[CH:21][CH:20]=1)([CH3:15])[CH3:14].C(N(CC)CC)C.C1C=CC2N(O)N=NC=2C=1.CCN=C=NCCCN(C)C, predict the reaction product. The product is: [Br:1][C:2]1[CH:3]=[CH:4][C:5]([CH2:8][CH2:9][C:10]([N:16]([CH:13]([CH3:15])[CH3:14])[NH:17][C:18](=[O:25])[C:19]2[CH:24]=[CH:23][CH:22]=[CH:21][CH:20]=2)=[O:12])=[CH:6][CH:7]=1. (3) Given the reactants [N+:1]([CH2:4][C@H:5]1[CH2:14][CH2:13][CH2:12][C:7]2([O:11][CH2:10][CH2:9][O:8]2)[CH2:6]1)([O-])=O, predict the reaction product. The product is: [O:8]1[C:7]2([CH2:12][CH2:13][CH2:14][C@H:5]([CH2:4][NH2:1])[CH2:6]2)[O:11][CH2:10][CH2:9]1. (4) Given the reactants F[C:2]1[CH:9]=[C:8]([N:10]2[C:22]3[CH:21]=[CH:20][CH:19]=[C:18]([C:23]4[NH:27][C:26]5[CH:28]=[C:29]([F:32])[CH:30]=[CH:31][C:25]=5[N:24]=4)[C:17]=3[C:16]3[C:11]2=[CH:12][CH:13]=[CH:14][CH:15]=3)[CH:7]=[CH:6][C:3]=1[C:4]#[N:5].C(=O)([O-])[O-:34].[K+].[K+].[NH2:39][CH2:40][CH:41]([OH:43])[CH3:42].[OH-].[Na+].OO, predict the reaction product. The product is: [F:32][C:29]1[CH:30]=[CH:31][C:25]2[N:24]=[C:23]([C:18]3[C:17]4[C:16]5[C:11](=[CH:12][CH:13]=[CH:14][CH:15]=5)[N:10]([C:8]5[CH:7]=[CH:6][C:3]([C:4]([NH2:5])=[O:34])=[C:2]([NH:39][CH2:40][CH:41]([OH:43])[CH3:42])[CH:9]=5)[C:22]=4[CH:21]=[CH:20][CH:19]=3)[NH:27][C:26]=2[CH:28]=1. (5) Given the reactants Cl.[NH2:2][CH2:3][C:4]([O:6][CH2:7][CH3:8])=[O:5].CCN(CC)CC.[CH3:16][O:17][C:18]1[CH:19]=[C:20]([CH:23]=[CH:24][C:25]=1[O:26][CH3:27])[CH:21]=O.[BH4-].[Na+], predict the reaction product. The product is: [CH3:16][O:17][C:18]1[CH:19]=[C:20]([CH:23]=[CH:24][C:25]=1[O:26][CH3:27])[CH2:21][NH:2][CH2:3][C:4]([O:6][CH2:7][CH3:8])=[O:5]. (6) Given the reactants [H-].[H-].[H-].[H-].[Li+].[Al+3].C([O:14][C:15](=O)[C:16]([O:28][C:29]1[CH:51]=[CH:50][C:32]2[C:33]3[N:37]([CH2:38][CH2:39][O:40][C:31]=2[CH:30]=1)[CH:36]=[C:35]([C:41]1[N:42]([CH:47]([CH3:49])[CH3:48])[N:43]=[C:44]([CH3:46])[N:45]=1)[N:34]=3)([CH3:27])[CH2:17][CH2:18][O:19][CH2:20][C:21]1[CH:26]=[CH:25][CH:24]=[CH:23][CH:22]=1)C1C=CC=CC=1.CCOC(C)=O.[C@H](O)(C([O-])=O)[C@@H](O)C([O-])=O.[Na+].[K+], predict the reaction product. The product is: [CH2:20]([O:19][CH2:18][CH2:17][C:16]([O:28][C:29]1[CH:51]=[CH:50][C:32]2[C:33]3[N:37]([CH2:38][CH2:39][O:40][C:31]=2[CH:30]=1)[CH:36]=[C:35]([C:41]1[N:42]([CH:47]([CH3:49])[CH3:48])[N:43]=[C:44]([CH3:46])[N:45]=1)[N:34]=3)([CH3:27])[CH2:15][OH:14])[C:21]1[CH:22]=[CH:23][CH:24]=[CH:25][CH:26]=1. (7) Given the reactants [OH:1][C:2]1[CH:3]=[C:4]([C@@H:8]2[CH2:12][C:11]3([CH2:17][CH2:16][N:15]([C:18]([O:20]C(C)(C)C)=O)[CH2:14][CH2:13]3)[O:10][CH2:9]2)[CH:5]=[CH:6][CH:7]=1.C(=O)([O-])[O-].[Cs+].[Cs+].Cl[C:32]1[CH:37]=[CH:36][C:35]([Cl:38])=[CH:34][N:33]=1.Cl.O1CCOCC1.[N:46]1[CH:51]=[CH:50][CH:49]=[C:48]([NH:52]C(=O)OC2C=CC=CC=2)[N:47]=1.CCN(C(C)C)C(C)C, predict the reaction product. The product is: [Cl:38][C:35]1[CH:36]=[CH:37][C:32]([O:1][C:2]2[CH:3]=[C:4]([C@@H:8]3[CH2:12][C:11]4([CH2:17][CH2:16][N:15]([C:18]([NH:52][C:48]5[N:47]=[N:46][CH:51]=[CH:50][CH:49]=5)=[O:20])[CH2:14][CH2:13]4)[O:10][CH2:9]3)[CH:5]=[CH:6][CH:7]=2)=[N:33][CH:34]=1. (8) The product is: [F:16][C:12]1[CH:11]=[C:10]([C:9]2[C:8](=[O:17])[N:7]3[C:18]([CH3:21])=[CH:19][S:20][C:6]3=[N:5][C:4]=2[CH:2]([NH:1][C:23]2[N:31]=[CH:30][N:29]=[C:28]3[C:24]=2[N:25]=[CH:26][NH:27]3)[CH3:3])[CH:15]=[CH:14][CH:13]=1. Given the reactants [NH2:1][CH:2]([C:4]1[N:5]=[C:6]2[S:20][CH:19]=[C:18]([CH3:21])[N:7]2[C:8](=[O:17])[C:9]=1[C:10]1[CH:15]=[CH:14][CH:13]=[C:12]([F:16])[CH:11]=1)[CH3:3].Br[C:23]1[N:31]=[CH:30][N:29]=[C:28]2[C:24]=1[N:25]=[CH:26][NH:27]2.C(N(CC)C(C)C)(C)C, predict the reaction product. (9) Given the reactants C(OC([NH:8][C:9]1[S:13][N:12]=[C:11](/[C:14](=[N:45]/[O:46][C:47]([C:50]([O:52]C(C)(C)C)=[O:51])([CH3:49])[CH3:48])/[C:15]([NH:17][C@@H:18]2[C:43](=[O:44])[N:20]3[C:21]([C:27]([O:29]C(C4C=CC=CC=4)C4C=CC=CC=4)=[O:28])=[C:22]([CH2:25]Cl)[CH2:23][S:24][C@H:19]23)=[O:16])[N:10]=1)=O)(C)(C)C.[I-].[Na+].[CH3:59][N:60]1[C:64]([NH:65]C(C2C=CC=CC=2)(C2C=CC=CC=2)C2C=CC=CC=2)=[C:63]([CH2:85][CH2:86][CH2:87][NH:88]C(=O)OC(C)(C)C)[CH:62]=[N:61]1.C(OCC)(=O)C, predict the reaction product. The product is: [NH2:8][C:9]1[S:13][N:12]=[C:11](/[C:14](=[N:45]/[O:46][C:47]([C:50]([OH:52])=[O:51])([CH3:48])[CH3:49])/[C:15]([NH:17][C@@H:18]2[C:43](=[O:44])[N:20]3[C:21]([C:27]([O-:29])=[O:28])=[C:22]([CH2:25][N+:61]4[N:60]([CH3:59])[C:64]([NH2:65])=[C:63]([CH2:85][CH2:86][CH2:87][NH2:88])[CH:62]=4)[CH2:23][S:24][C@H:19]23)=[O:16])[N:10]=1.